From a dataset of Reaction yield outcomes from USPTO patents with 853,638 reactions. Predict the reaction yield, written as a fraction of the theoretical maximum amount of product (1.0 means a 100% yield; for example, 0.34 means a 34% yield). (1) The catalyst is C(OCC)(=O)C. The reactants are Cl.[CH3:2][C:3]1[CH:4]=[C:5]([S:9]([NH:12][C:13]2[C:14](=[O:28])[N:15]([CH2:20][C:21]([O:23]C(C)(C)C)=[O:22])[C:16]([CH3:19])=[CH:17][CH:18]=2)(=[O:11])=[O:10])[CH:6]=[CH:7][CH:8]=1. The yield is 0.800. The product is [CH3:2][C:3]1[CH:4]=[C:5]([S:9]([NH:12][C:13]2[C:14](=[O:28])[N:15]([CH2:20][C:21]([OH:23])=[O:22])[C:16]([CH3:19])=[CH:17][CH:18]=2)(=[O:11])=[O:10])[CH:6]=[CH:7][CH:8]=1. (2) The catalyst is C(O)(=O)C.O.[Fe]. The yield is 0.750. The product is [NH2:1][C:4]1[CH:11]=[CH:10][C:7]([CH:8]=[O:9])=[CH:6][CH:5]=1. The reactants are [N+:1]([C:4]1[CH:11]=[CH:10][C:7]([CH:8]=[O:9])=[CH:6][CH:5]=1)([O-])=O.